The task is: Binary Classification. Given a drug SMILES string, predict its activity (active/inactive) in a high-throughput screening assay against a specified biological target.. This data is from Cav3 T-type calcium channel HTS with 100,875 compounds. (1) The drug is S(=O)(=O)(N1CCN(CC1)c1c(F)cccc1)c1cc2sc(=O)[nH]c2cc1. The result is 0 (inactive). (2) The compound is Fc1ccc(CN2C(C=CCN(CC2=O)Cc2occc2)c2ccc(OC)cc2)cc1. The result is 0 (inactive). (3) The compound is OC1=C(C2NCCc3c2cccc3)C(=O)CCC1. The result is 0 (inactive). (4) The compound is Fc1c(C(=O)N2CCN(CC2)c2ncccn2)c(F)ccc1. The result is 0 (inactive). (5) The molecule is O=c1[nH][nH]c(c1C(c1c([nH][nH]c1=O)C)c1cc(OC)c(OCC)cc1)C. The result is 0 (inactive). (6) The result is 0 (inactive). The compound is S(c1n(nnn1)c1c(cc(cc1)C)C)Cc1oc(cc1)C(OC)=O.